From a dataset of NCI-60 drug combinations with 297,098 pairs across 59 cell lines. Regression. Given two drug SMILES strings and cell line genomic features, predict the synergy score measuring deviation from expected non-interaction effect. (1) Drug 1: C1=C(C(=O)NC(=O)N1)N(CCCl)CCCl. Drug 2: CC1C(C(CC(O1)OC2CC(OC(C2O)C)OC3=CC4=CC5=C(C(=O)C(C(C5)C(C(=O)C(C(C)O)O)OC)OC6CC(C(C(O6)C)O)OC7CC(C(C(O7)C)O)OC8CC(C(C(O8)C)O)(C)O)C(=C4C(=C3C)O)O)O)O. Cell line: NCI-H460. Synergy scores: CSS=32.8, Synergy_ZIP=0.713, Synergy_Bliss=2.15, Synergy_Loewe=1.42, Synergy_HSA=1.73. (2) Drug 1: CC1C(C(CC(O1)OC2CC(CC3=C2C(=C4C(=C3O)C(=O)C5=C(C4=O)C(=CC=C5)OC)O)(C(=O)C)O)N)O.Cl. Drug 2: CC1=C(C=C(C=C1)C(=O)NC2=CC(=CC(=C2)C(F)(F)F)N3C=C(N=C3)C)NC4=NC=CC(=N4)C5=CN=CC=C5. Cell line: 786-0. Synergy scores: CSS=31.5, Synergy_ZIP=1.63, Synergy_Bliss=2.63, Synergy_Loewe=-11.5, Synergy_HSA=1.44. (3) Drug 1: CC(C1=C(C=CC(=C1Cl)F)Cl)OC2=C(N=CC(=C2)C3=CN(N=C3)C4CCNCC4)N. Drug 2: CCCS(=O)(=O)NC1=C(C(=C(C=C1)F)C(=O)C2=CNC3=C2C=C(C=N3)C4=CC=C(C=C4)Cl)F. Cell line: IGROV1. Synergy scores: CSS=6.24, Synergy_ZIP=-0.542, Synergy_Bliss=2.12, Synergy_Loewe=-0.487, Synergy_HSA=0.457. (4) Drug 1: CC1C(C(CC(O1)OC2CC(CC3=C2C(=C4C(=C3O)C(=O)C5=C(C4=O)C(=CC=C5)OC)O)(C(=O)CO)O)N)O.Cl. Drug 2: CC1C(C(CC(O1)OC2CC(CC3=C2C(=C4C(=C3O)C(=O)C5=C(C4=O)C(=CC=C5)OC)O)(C(=O)CO)O)N)O.Cl. Cell line: U251. Synergy scores: CSS=54.5, Synergy_ZIP=-2.35, Synergy_Bliss=-3.10, Synergy_Loewe=1.45, Synergy_HSA=2.87. (5) Drug 1: CC1OCC2C(O1)C(C(C(O2)OC3C4COC(=O)C4C(C5=CC6=C(C=C35)OCO6)C7=CC(=C(C(=C7)OC)O)OC)O)O. Drug 2: CN(C(=O)NC(C=O)C(C(C(CO)O)O)O)N=O. Cell line: UO-31. Synergy scores: CSS=15.0, Synergy_ZIP=-4.15, Synergy_Bliss=0.551, Synergy_Loewe=-22.6, Synergy_HSA=1.21. (6) Drug 1: C1=CC(=CC=C1CC(C(=O)O)N)N(CCCl)CCCl.Cl. Drug 2: CCN(CC)CCCC(C)NC1=C2C=C(C=CC2=NC3=C1C=CC(=C3)Cl)OC. Cell line: OVCAR-4. Synergy scores: CSS=14.1, Synergy_ZIP=-0.671, Synergy_Bliss=9.20, Synergy_Loewe=-3.72, Synergy_HSA=5.59.